This data is from Full USPTO retrosynthesis dataset with 1.9M reactions from patents (1976-2016). The task is: Predict the reactants needed to synthesize the given product. Given the product [NH2:26][C@H:27]([CH3:31])[CH2:28][O:29][N:30]=[C:18]1[CH2:19][CH2:20][C@@:15]2([CH3:22])[CH:16]([CH2:3][CH2:4][C@@H:5]3[C@@H:14]2[CH2:13][CH2:12][C@@:10]2([CH3:11])[C@H:6]3[CH2:7][CH2:8][CH2:9]2)[CH2:17]1.[ClH:24].[OH:1]/[N:2]=[C:3]1\[CH2:4][C@@H:5]2[C@@H:14]([C@:15]3([CH3:22])[CH:20]\1[CH2:19][CH2:18][CH2:17][CH2:16]3)[CH2:13][CH2:12][C@@:10]1([CH3:11])[C@H:6]2[CH2:7][CH2:8][C:9]1=[O:23], predict the reactants needed to synthesize it. The reactants are: [OH:1]/[N:2]=[C:3]1\[CH2:4][C@@H:5]2[C@@H:14]([C@:15]3([CH3:22])[CH:20]\1[CH2:19][C:18](=O)[CH2:17][CH2:16]3)[CH2:13][CH2:12][C@@:10]1([CH3:11])[C@H:6]2[CH2:7][CH2:8][C:9]1=[O:23].[ClH:24].Cl.[NH2:26][C@H:27]([CH3:31])[CH2:28][O:29][NH2:30].